Dataset: Catalyst prediction with 721,799 reactions and 888 catalyst types from USPTO. Task: Predict which catalyst facilitates the given reaction. (1) Reactant: [CH2:1]([C:3]1[CH:8]=[CH:7][C:6]([CH:9]2[CH2:14][N:13]([C:15](OC3C=CC([N+]([O-])=O)=CC=3)=[O:16])[CH2:12][CH:11]([C:27]([O:29][CH2:30][CH3:31])=[O:28])[CH2:10]2)=[CH:5][CH:4]=1)[CH3:2].[OH:32][CH:33]1[CH2:38][CH2:37][NH:36][CH2:35][CH2:34]1.C(=O)([O-])[O-].[K+].[K+].CN(C=O)C. Product: [CH2:1]([C:3]1[CH:8]=[CH:7][C:6]([CH:9]2[CH2:14][N:13]([C:15]([N:36]3[CH2:37][CH2:38][CH:33]([OH:32])[CH2:34][CH2:35]3)=[O:16])[CH2:12][CH:11]([C:27]([O:29][CH2:30][CH3:31])=[O:28])[CH2:10]2)=[CH:5][CH:4]=1)[CH3:2]. The catalyst class is: 6. (2) Reactant: C([O:4][C@@H:5]1[C@@H:10]([O:11]C(=O)C)[C@H:9]([O:15]C(=O)C)[C@@H:8]([CH2:19][O:20]C(=O)C)[O:7][C@H:6]1[C:24]1[CH:29]=[CH:28][C:27]([Cl:30])=[C:26]([CH2:31][C:32]2[S:33][C:34]([C:37]3[CH:42]=[CH:41][C:40]([C:43]#[N:44])=[CH:39][CH:38]=3)=[CH:35][CH:36]=2)[CH:25]=1)(=O)C.[OH-:45].[Na+].OO.O. Product: [C@@H:6]1([C:24]2[CH:29]=[CH:28][C:27]([Cl:30])=[C:26]([CH2:31][C:32]3[S:33][C:34]([C:37]4[CH:42]=[CH:41][C:40]([C:43](=[O:45])[NH2:44])=[CH:39][CH:38]=4)=[CH:35][CH:36]=3)[CH:25]=2)[O:7][C@H:8]([CH2:19][OH:20])[C@@H:9]([OH:15])[C@H:10]([OH:11])[C@H:5]1[OH:4]. The catalyst class is: 8.